This data is from Full USPTO retrosynthesis dataset with 1.9M reactions from patents (1976-2016). The task is: Predict the reactants needed to synthesize the given product. Given the product [ClH:34].[NH2:1][CH2:2][C:3]1[CH:4]=[C:5]([NH:9][CH:10]([C:28]2[CH:29]=[CH:30][CH:31]=[CH:32][CH:33]=2)[C:11]([NH:13][C:14]2[CH:19]=[CH:18][C:17]([N:20]3[CH2:24][CH2:23][CH2:22][S:21]3(=[O:26])=[O:25])=[C:16]([CH3:27])[CH:15]=2)=[O:12])[CH:6]=[CH:7][CH:8]=1, predict the reactants needed to synthesize it. The reactants are: [NH2:1][CH2:2][C:3]1[CH:4]=[C:5]([NH:9][CH:10]([C:28]2[CH:33]=[CH:32][CH:31]=[CH:30][CH:29]=2)[C:11]([NH:13][C:14]2[CH:19]=[CH:18][C:17]([N:20]3[CH2:24][CH2:23][CH2:22][S:21]3(=[O:26])=[O:25])=[C:16]([CH3:27])[CH:15]=2)=[O:12])[CH:6]=[CH:7][CH:8]=1.[ClH:34].